This data is from Full USPTO retrosynthesis dataset with 1.9M reactions from patents (1976-2016). The task is: Predict the reactants needed to synthesize the given product. Given the product [O:15]1[C:19]2[CH:20]=[CH:21][CH:22]=[CH:23][C:18]=2[CH:17]=[C:16]1[C:24]1[N:28]2[N:29]=[C:30]([O:6][C@H:5]([C:7]3[CH:8]=[N:9][CH:10]=[CH:11][CH:12]=3)[CH2:4][NH2:3])[CH:31]=[CH:32][C:27]2=[N:26][CH:25]=1, predict the reactants needed to synthesize it. The reactants are: Cl.Cl.[NH2:3][CH2:4][C@@H:5]([C:7]1[CH:8]=[N:9][CH:10]=[CH:11][CH:12]=1)[OH:6].[H-].[Na+].[O:15]1[C:19]2[CH:20]=[CH:21][CH:22]=[CH:23][C:18]=2[CH:17]=[C:16]1[C:24]1[N:28]2[N:29]=[C:30](Cl)[CH:31]=[CH:32][C:27]2=[N:26][CH:25]=1.